Dataset: Forward reaction prediction with 1.9M reactions from USPTO patents (1976-2016). Task: Predict the product of the given reaction. (1) Given the reactants COC(=O)[NH:4][CH2:5][C@H:6]([CH2:11][C:12](=[O:22])N[C@H](C1C=CC=CC=1)C)[CH2:7][CH:8]([CH3:10])[CH3:9].[OH-:24].[Na+], predict the reaction product. The product is: [CH3:10][CH:8]([CH2:7][C@H:6]([CH2:5][NH2:4])[CH2:11][C:12]([OH:22])=[O:24])[CH3:9]. (2) Given the reactants [Br:1][C:2]1[CH:3]=[C:4]([SH:9])[CH:5]=[C:6]([Cl:8])[CH:7]=1.Br[CH:11]([CH3:17])[C:12]([O:14][CH2:15][CH3:16])=[O:13].C(=O)([O-])[O-].[K+].[K+].CC(C)=O, predict the reaction product. The product is: [Br:1][C:2]1[CH:3]=[C:4]([S:9][CH:11]([CH3:17])[C:12]([O:14][CH2:15][CH3:16])=[O:13])[CH:5]=[C:6]([Cl:8])[CH:7]=1. (3) Given the reactants [CH2:1]([O:8][C:9]1[C:17](Br)=[CH:16][C:15]([CH3:19])=[C:14]2[C:10]=1[CH2:11][CH2:12][CH2:13]2)[C:2]1[CH:7]=[CH:6][CH:5]=[CH:4][CH:3]=1.[Li]CCCC.C1C[O:28][CH2:27]C1, predict the reaction product. The product is: [CH2:1]([O:8][C:9]1[C:17]([CH:27]=[O:28])=[CH:16][C:15]([CH3:19])=[C:14]2[C:10]=1[CH2:11][CH2:12][CH2:13]2)[C:2]1[CH:7]=[CH:6][CH:5]=[CH:4][CH:3]=1. (4) Given the reactants [OH:1][CH2:2][CH:3]1[CH2:8][CH2:7][N:6]([C:9]2[CH:14]=[CH:13][C:12]([C@H:15]([C:26]3[CH:31]=[CH:30][CH:29]=[CH:28][C:27]=3[CH3:32])[CH2:16][C:17]([C:19]3[CH:24]=[CH:23][N:22]=[C:21]([CH3:25])[CH:20]=3)=O)=[CH:11][CH:10]=2)[CH2:5][CH2:4]1.Cl.[NH2:34][OH:35].C([O-])(O)=O.[Na+], predict the reaction product. The product is: [OH:1][CH2:2][CH:3]1[CH2:8][CH2:7][N:6]([C:9]2[CH:14]=[CH:13][C:12]([C@H:15]([C:26]3[CH:31]=[CH:30][CH:29]=[CH:28][C:27]=3[CH3:32])[CH2:16]/[C:17](/[C:19]3[CH:24]=[CH:23][N:22]=[C:21]([CH3:25])[CH:20]=3)=[N:34]\[OH:35])=[CH:11][CH:10]=2)[CH2:5][CH2:4]1. (5) Given the reactants [C:1]([O:8][CH2:9][CH3:10])(=[O:7])[C:2]([O:4]CC)=O.[H-].[Na+].[CH3:13][C:14]([C:16]12[CH2:25][CH:20]3[CH2:21][CH:22]([CH2:24][CH:18]([CH2:19]3)[CH2:17]1)[CH2:23]2)=[O:15], predict the reaction product. The product is: [CH2:9]([O:8][C:1](=[O:7])[C:2](=[O:4])[CH2:13][C:14]([C:16]12[CH2:25][CH:20]3[CH2:21][CH:22]([CH2:24][CH:18]([CH2:19]3)[CH2:17]1)[CH2:23]2)=[O:15])[CH3:10]. (6) Given the reactants C(OC([N:8]1[CH2:13][CH2:12][CH:11]([NH:14][C:15]2[CH:20]=[CH:19][C:18]([C:21]#[N:22])=[C:17]([C:23]([F:26])([F:25])[F:24])[CH:16]=2)[CH2:10][CH2:9]1)=O)(C)(C)C.FC(F)(F)C(O)=O.[Cl:34]CCl, predict the reaction product. The product is: [ClH:34].[NH:8]1[CH2:13][CH2:12][CH:11]([NH:14][C:15]2[CH:20]=[CH:19][C:18]([C:21]#[N:22])=[C:17]([C:23]([F:24])([F:25])[F:26])[CH:16]=2)[CH2:10][CH2:9]1.